This data is from Forward reaction prediction with 1.9M reactions from USPTO patents (1976-2016). The task is: Predict the product of the given reaction. (1) Given the reactants Cl.Cl.Cl.[O:4]1[C:12]2[CH:11]=[CH:10][N:9]=[C:8]([N:13]3[CH2:18][CH2:17][N:16]([CH2:19][CH2:20][C@H:21]4[CH2:26][CH2:25][C@H:24]([NH2:27])[CH2:23][CH2:22]4)[CH2:15][CH2:14]3)[C:7]=2[CH2:6][CH2:5]1.[CH3:28][C:29]([CH3:34])([CH3:33])[C:30](O)=[O:31], predict the reaction product. The product is: [O:4]1[C:12]2[CH:11]=[CH:10][N:9]=[C:8]([N:13]3[CH2:18][CH2:17][N:16]([CH2:19][CH2:20][C@H:21]4[CH2:26][CH2:25][C@H:24]([NH:27][C:30](=[O:31])[C:29]([CH3:34])([CH3:33])[CH3:28])[CH2:23][CH2:22]4)[CH2:15][CH2:14]3)[C:7]=2[CH2:6][CH2:5]1. (2) Given the reactants C12BC(CCC1)CCC2.[CH3:10][O:11][C:12]1[CH:17]=[C:16]([N+:18]([O-:20])=[O:19])[CH:15]=[CH:14][C:13]=1[N:21]1[CH:26]=[CH:25][CH:24]=[C:23]([CH:27]=[CH2:28])[C:22]1=[O:29].[OH-].[Na+].OO.S(OS([O-])=O)([O-])=[O:35].[Na+].[Na+], predict the reaction product. The product is: [OH:35][CH2:28][CH2:27][C:23]1[C:22](=[O:29])[N:21]([C:13]2[CH:14]=[CH:15][C:16]([N+:18]([O-:20])=[O:19])=[CH:17][C:12]=2[O:11][CH3:10])[CH:26]=[CH:25][CH:24]=1. (3) The product is: [N:1]1([C:6]2[CH:25]=[CH:24][C:9]([CH2:10][C:11]3[CH:20]=[C:15]4[C:14]([CH2:21][N:37]([CH2:36][C:29]5[CH:30]=[CH:31][C:32]([O:34][CH3:35])=[CH:33][C:28]=5[O:27][CH3:26])[C:16]4=[O:17])=[CH:13][C:12]=3[CH3:23])=[CH:8][CH:7]=2)[CH:5]=[CH:4][CH:3]=[N:2]1. Given the reactants [N:1]1([C:6]2[CH:25]=[CH:24][C:9]([CH2:10][C:11]3[C:12]([CH3:23])=[CH:13][C:14]([CH:21]=O)=[C:15]([CH:20]=3)[C:16](OC)=[O:17])=[CH:8][CH:7]=2)[CH:5]=[CH:4][CH:3]=[N:2]1.[CH3:26][O:27][C:28]1[CH:33]=[C:32]([O:34][CH3:35])[CH:31]=[CH:30][C:29]=1[CH2:36][NH2:37].S([O-])([O-])(=O)=O.[Mg+2], predict the reaction product. (4) Given the reactants Br[C:2]1[CH:10]=[C:9]2[C:5]([CH2:6][N:7]3[C:13]([C:14]4[C:15]([C:20]5[CH:25]=[CH:24][CH:23]=[CH:22][CH:21]=5)=[N:16][O:17][C:18]=4[CH3:19])=[N:12][N:11]=[C:8]32)=[CH:4][CH:3]=1.Br[C:27]1[CH:28]=[N:29][CH:30]=[CH:31][CH:32]=1, predict the reaction product. The product is: [CH3:19][C:18]1[O:17][N:16]=[C:15]([C:20]2[CH:21]=[CH:22][CH:23]=[CH:24][CH:25]=2)[C:14]=1[C:13]1[N:7]2[CH2:6][C:5]3[C:9]([C:8]2=[N:11][N:12]=1)=[C:10]([C:27]1[CH:28]=[N:29][CH:30]=[CH:31][CH:32]=1)[CH:2]=[CH:3][CH:4]=3.